From a dataset of Catalyst prediction with 721,799 reactions and 888 catalyst types from USPTO. Predict which catalyst facilitates the given reaction. (1) Reactant: Cl[C:2]1[C:3]2[CH:31]=[C:30]([Cl:32])[CH:29]=[CH:28][C:4]=2[N:5]([CH2:19][C:20]2[CH:25]=[CH:24][C:23]([O:26][CH3:27])=[CH:22][CH:21]=2)[C:6](=[O:18])[CH:7]([CH2:9][C:10]2[CH:15]=[CH:14][C:13]([F:16])=[CH:12][C:11]=2[Cl:17])[N:8]=1.[Cl-].[Li+].O.[OH-].[Cs+].[CH3:38][O:39][C:40]1[CH:45]=[CH:44][C:43](B2OC(C)(C)C(C)(C)O2)=[CH:42][C:41]=1[CH3:55]. Product: [Cl:32][C:30]1[CH:29]=[CH:28][C:4]2[N:5]([CH2:19][C:20]3[CH:21]=[CH:22][C:23]([O:26][CH3:27])=[CH:24][CH:25]=3)[C:6](=[O:18])[CH:7]([CH2:9][C:10]3[CH:15]=[CH:14][C:13]([F:16])=[CH:12][C:11]=3[Cl:17])[N:8]=[C:2]([C:43]3[CH:44]=[CH:45][C:40]([O:39][CH3:38])=[C:41]([CH3:55])[CH:42]=3)[C:3]=2[CH:31]=1. The catalyst class is: 708. (2) Reactant: [C:1]([NH:6][C:7]1[C:15]2[C:10](=[N:11][CH:12]=[C:13]([Cl:30])[C:14]=2[N:16]2[CH2:21][CH2:20][CH2:19][C@@H:18]([NH:22]C(=O)OC(C)(C)C)[CH2:17]2)[NH:9][CH:8]=1)(=[O:5])[CH2:2][CH2:3][CH3:4]. Product: [NH2:22][C@@H:18]1[CH2:19][CH2:20][CH2:21][N:16]([C:14]2[C:13]([Cl:30])=[CH:12][N:11]=[C:10]3[NH:9][CH:8]=[C:7]([NH:6][C:1](=[O:5])[CH2:2][CH2:3][CH3:4])[C:15]=23)[CH2:17]1. The catalyst class is: 67. (3) Reactant: [OH:1][C:2]1[CH:7]=[CH:6][C:5]([C:8](=[O:10])[CH3:9])=[CH:4][CH:3]=1.C(=O)([O-])[O-].[K+].[K+].S([O-])(=O)(=O)C.[CH:22]1[C:27]([CH2:28][CH2:29]O)=[CH:26][CH:25]=[C:24]([Cl:31])[CH:23]=1.CS(Cl)(=O)=O. Product: [Cl:31][C:24]1[CH:25]=[CH:26][C:27]([CH2:28][CH2:29][O:1][C:2]2[CH:7]=[CH:6][C:5]([C:8](=[O:10])[CH3:9])=[CH:4][CH:3]=2)=[CH:22][CH:23]=1. The catalyst class is: 3.